Dataset: Forward reaction prediction with 1.9M reactions from USPTO patents (1976-2016). Task: Predict the product of the given reaction. (1) Given the reactants [NH2:1][C:2]1[C:10]([CH3:11])=[CH:9][CH:8]=[CH:7][C:3]=1[C:4]([NH2:6])=[O:5].Cl.[N:13]1([CH2:19][CH2:20][C:21](O)=O)[CH2:18][CH2:17][CH2:16][CH2:15][CH2:14]1, predict the reaction product. The product is: [CH3:11][C:10]1[CH:9]=[CH:8][CH:7]=[C:3]2[C:2]=1[N:1]=[C:21]([CH2:20][CH2:19][N:13]1[CH2:18][CH2:17][CH2:16][CH2:15][CH2:14]1)[NH:6][C:4]2=[O:5]. (2) Given the reactants [CH:1]1([C:4]2[CH:5]=[C:6]([C@@H:16]([CH2:20][C@H:21]3[CH2:25][CH2:24][C:23](=[O:26])[CH2:22]3)[C:17]([OH:19])=O)[CH:7]=[CH:8][C:9]=2[S:10]([CH:13]2[CH2:15][CH2:14]2)(=[O:12])=[O:11])[CH2:3][CH2:2]1.C(Cl)(=O)C(Cl)=O.[Si]([O:40][CH2:41][C:42]1[N:43]=[CH:44][C:45]([NH2:48])=[N:46][CH:47]=1)(C(C)(C)C)(C)C.Cl, predict the reaction product. The product is: [CH:1]1([C:4]2[CH:5]=[C:6]([C@@H:16]([CH2:20][C@H:21]3[CH2:25][CH2:24][C:23](=[O:26])[CH2:22]3)[C:17]([NH:48][C:45]3[CH:44]=[N:43][C:42]([CH2:41][OH:40])=[CH:47][N:46]=3)=[O:19])[CH:7]=[CH:8][C:9]=2[S:10]([CH:13]2[CH2:14][CH2:15]2)(=[O:12])=[O:11])[CH2:3][CH2:2]1.